From a dataset of Full USPTO retrosynthesis dataset with 1.9M reactions from patents (1976-2016). Predict the reactants needed to synthesize the given product. (1) Given the product [CH3:26][C:20]1[C:19]2[C:23](=[CH:24][CH:25]=[C:17]([NH:16][C:13]3[C:14]4[S:15][C:7]([C:1]5[CH:2]=[CH:3][CH:4]=[CH:5][CH:6]=5)=[CH:8][C:9]=4[N:10]=[CH:11][N:12]=3)[CH:18]=2)[NH:22][CH:21]=1, predict the reactants needed to synthesize it. The reactants are: [C:1]1([C:7]2[S:15][C:14]3[C:13]([NH:16][C:17]4[CH:18]=[C:19]5[C:23](=[CH:24][CH:25]=4)[NH:22][CH:21]=[C:20]5[CH:26]=O)=[N:12][CH:11]=[N:10][C:9]=3[CH:8]=2)[CH:6]=[CH:5][CH:4]=[CH:3][CH:2]=1.C([BH3-])#N.[Na+].[Cl-].[NH4+].Cl. (2) Given the product [Cl:1][C:2]1[CH:9]=[CH:8][CH:7]=[C:6]([Cl:10])[C:3]=1[C:4]1[NH:11][C:12]2[CH:13]=[C:14]([C:15]#[N:16])[CH:17]=[CH:18][C:19]=2[N:20]=1, predict the reactants needed to synthesize it. The reactants are: [Cl:1][C:2]1[CH:9]=[CH:8][CH:7]=[C:6]([Cl:10])[C:3]=1[CH:4]=O.[NH2:11][C:12]1[CH:13]=[C:14]([CH:17]=[CH:18][C:19]=1[NH2:20])[C:15]#[N:16]. (3) Given the product [Cl:10][C:11]1[CH:20]=[C:19]2[C:14]([CH:15]=[CH:16][N:17]=[CH:18]2)=[CH:13][C:12]=1[O:7][CH:1]1[CH2:6][CH2:5][C:4]([CH2:27][NH2:25])([C:1]2[CH:6]=[CH:5][CH:4]=[CH:3][CH:2]=2)[CH2:3][CH2:2]1, predict the reactants needed to synthesize it. The reactants are: [CH:1]1([OH:7])[CH2:6][CH2:5][CH2:4][CH2:3][CH2:2]1.[H-].[Na+].[Cl:10][C:11]1[CH:20]=[C:19]2[C:14]([CH:15]=[CH:16][N:17]=[CH:18]2)=[CH:13][C:12]=1F.[Cl-].[Na+].C[N:25]([CH:27]=O)C. (4) Given the product [C:15]([NH:1][C@H:2]([C:6]([OH:8])=[O:7])[CH:3]([CH3:5])[CH3:4])([O:17][CH2:18][C:19]1[CH:24]=[CH:23][CH:22]=[CH:21][CH:20]=1)=[O:16], predict the reactants needed to synthesize it. The reactants are: [NH2:1][C@H:2]([C:6]([OH:8])=[O:7])[CH:3]([CH3:5])[CH3:4].C([O-])([O-])=O.[Na+].[Na+].[C:15](Cl)([O:17][CH2:18][C:19]1[CH:24]=[CH:23][CH:22]=[CH:21][CH:20]=1)=[O:16]. (5) Given the product [F:1][C:2]([F:15])([F:16])[C:3]1[CH:14]=[CH:13][CH:12]=[CH:11][C:4]=1[O:5][C@H:6]1[CH2:9][CH2:8][C@H:7]1[OH:10], predict the reactants needed to synthesize it. The reactants are: [F:1][C:2]([F:16])([F:15])[C:3]1[CH:14]=[CH:13][CH:12]=[CH:11][C:4]=1[O:5][CH:6]1[CH2:9][CH2:8][C:7]1=[O:10].[BH4-].[Na+].